Dataset: Forward reaction prediction with 1.9M reactions from USPTO patents (1976-2016). Task: Predict the product of the given reaction. (1) Given the reactants F[C:2]1[CH:11]=[CH:10][C:5]([C:6]([O:8]C)=[O:7])=[CH:4][C:3]=1[O:12][CH3:13].[Br:14][C:15]1[N:16]=[CH:17][NH:18][CH:19]=1.C(=O)([O-])[O-].[K+].[K+].C(OCC)(=O)C, predict the reaction product. The product is: [Br:14][C:15]1[N:16]=[CH:17][N:18]([C:2]2[CH:11]=[CH:10][C:5]([C:6]([OH:8])=[O:7])=[CH:4][C:3]=2[O:12][CH3:13])[CH:19]=1. (2) Given the reactants CN1CCOCC1.[Br:8][C:9]1[CH:30]=[CH:29][C:12]([CH2:13][C@@:14]2([C:26]([OH:28])=O)[CH2:18][CH2:17][CH2:16][N:15]2[C:19]([O:21][C:22]([CH3:25])([CH3:24])[CH3:23])=[O:20])=[CH:11][CH:10]=1.[NH2:31][CH2:32][CH:33]([OH:40])[CH2:34][C:35]([CH3:39])([CH3:38])[CH2:36][CH3:37].Cl.CN(C)CCCN=C=NCC.OC1C2N=NNC=2C=CC=1, predict the reaction product. The product is: [Br:8][C:9]1[CH:10]=[CH:11][C:12]([CH2:13][C:14]2([C:26]([NH:31][CH2:32][CH:33]([OH:40])[CH2:34][C:35]([CH3:39])([CH3:38])[CH2:36][CH3:37])=[O:28])[CH2:18][CH2:17][CH2:16][N:15]2[C:19]([O:21][C:22]([CH3:25])([CH3:24])[CH3:23])=[O:20])=[CH:29][CH:30]=1. (3) Given the reactants [Br:1][C:2]1[N:7]2[CH:8]=[CH:9][N:10]=[C:6]2[C:5](Br)=[N:4][CH:3]=1.[C:12]([SiH2:16][O:17][C:18]([CH3:33])([CH3:32])[C:19]1[CH:20]=[C:21]([NH2:31])[CH:22]=[CH:23][C:24]=1[N:25]1[CH2:30][CH2:29][O:28][CH2:27][CH2:26]1)([CH3:15])([CH3:14])[CH3:13].C(N(CC)C(C)C)(C)C, predict the reaction product. The product is: [Br:1][C:2]1[N:7]2[CH:8]=[CH:9][N:10]=[C:6]2[C:5]([NH:31][C:21]2[CH:22]=[CH:23][C:24]([N:25]3[CH2:26][CH2:27][O:28][CH2:29][CH2:30]3)=[C:19]([C:18]([CH3:33])([CH3:32])[O:17][SiH2:16][C:12]([CH3:15])([CH3:14])[CH3:13])[CH:20]=2)=[N:4][CH:3]=1. (4) Given the reactants [C:1]([OH:9])(=O)[C:2]1[CH:7]=[CH:6][CH:5]=[N:4][CH:3]=1.C([N:12]1[CH:16]=[CH:15][N:14]=[CH:13]1)([N:12]1[CH:16]=[CH:15][N:14]=[CH:13]1)=O, predict the reaction product. The product is: [N:12]1([C:1]([C:2]2[CH:3]=[N:4][CH:5]=[CH:6][CH:7]=2)=[O:9])[CH:16]=[CH:15][N:14]=[CH:13]1.